Dataset: Forward reaction prediction with 1.9M reactions from USPTO patents (1976-2016). Task: Predict the product of the given reaction. Given the reactants [Cl:1][C:2]1[CH:3]=[CH:4][C:5]([O:8][C:9]2[CH:14]=[CH:13][C:12]([OH:15])=[CH:11][CH:10]=2)=[N:6][CH:7]=1.[OH:16][CH2:17][CH:18]1[CH2:23][CH2:22][NH:21][CH2:20][CH2:19]1.[C:24](OCC)(=[O:26])C.CCCCCCC, predict the reaction product. The product is: [Cl:1][C:2]1[CH:3]=[CH:4][C:5]([O:8][C:9]2[CH:14]=[CH:13][C:12]([O:15][C:24]([N:21]3[CH2:22][CH2:23][CH:18]([CH2:17][OH:16])[CH2:19][CH2:20]3)=[O:26])=[CH:11][CH:10]=2)=[N:6][CH:7]=1.